Dataset: Full USPTO retrosynthesis dataset with 1.9M reactions from patents (1976-2016). Task: Predict the reactants needed to synthesize the given product. (1) Given the product [F:1][C:2]([F:29])([C:22]1[CH:27]=[CH:26][C:25]([F:28])=[CH:24][N:23]=1)[C:3]1[N:12]=[C:11]([NH:59][C:56]2[CH:55]=[C:54]([CH3:53])[NH:58][N:57]=2)[C:10]2[C:5](=[C:6]([N:15]3[CH2:20][CH2:19][O:18][CH2:17][C:16]3=[O:21])[CH:7]=[CH:8][CH:9]=2)[N:4]=1, predict the reactants needed to synthesize it. The reactants are: [F:1][C:2]([F:29])([C:22]1[CH:27]=[CH:26][C:25]([F:28])=[CH:24][N:23]=1)[C:3]1[N:12]=[C:11](SC)[C:10]2[C:5](=[C:6]([N:15]3[CH2:20][CH2:19][O:18][CH2:17][C:16]3=[O:21])[CH:7]=[CH:8][CH:9]=2)[N:4]=1.ClC1C=CC=C(C(OO)=O)C=1.S([O-])([O-])(=O)=S.[Na+].[Na+].C(=O)(O)[O-].[Na+].[CH3:53][C:54]1[NH:58][N:57]=[C:56]([NH2:59])[CH:55]=1. (2) Given the product [Cl:24][C:22]1[N:21]=[N:20][C:19]([O:32][CH3:31])=[C:18]([C:16]([N:15]([CH2:14][C:12]2[N:13]=[C:9]([NH:8][C:7]([NH:6][CH2:5][C:4]3[CH:28]=[CH:29][CH:30]=[C:2]([F:1])[CH:3]=3)=[O:27])[S:10][CH:11]=2)[CH3:26])=[O:17])[CH:23]=1, predict the reactants needed to synthesize it. The reactants are: [F:1][C:2]1[CH:3]=[C:4]([CH:28]=[CH:29][CH:30]=1)[CH2:5][NH:6][C:7](=[O:27])[NH:8][C:9]1[S:10][CH:11]=[C:12]([CH2:14][N:15]([CH3:26])[C:16]([C:18]2[CH:23]=[C:22]([Cl:24])[N:21]=[N:20][C:19]=2Cl)=[O:17])[N:13]=1.[CH3:31][OH:32].[OH-].[Na+].